From a dataset of Catalyst prediction with 721,799 reactions and 888 catalyst types from USPTO. Predict which catalyst facilitates the given reaction. (1) Reactant: [OH:1][C:2]1[CH:16]=[C:15]([CH3:17])[CH:14]=[CH:13][C:3]=1[O:4][C:5]1[CH:12]=[CH:11][C:8]([CH:9]=O)=[CH:7][CH:6]=1.Cl.[CH3:19][O:20][C:21](=[O:26])[C@H:22]([CH2:24][SH:25])[NH2:23].C(N(CC)CC)C. Product: [CH3:19][O:20][C:21]([CH:22]1[CH2:24][S:25][CH:9]([C:8]2[CH:11]=[CH:12][C:5]([O:4][C:3]3[CH:13]=[CH:14][C:15]([CH3:17])=[CH:16][C:2]=3[OH:1])=[CH:6][CH:7]=2)[NH:23]1)=[O:26]. The catalyst class is: 2. (2) Reactant: [NH2:1][OH:2].[C:3]([C:5]1[CH:10]=[C:9]([CH2:11][C:12]([O:14]C)=[O:13])[CH:8]=[CH:7][C:6]=1[N:16]1[C:24]2[C:19](=[CH:20][C:21]([C:25]([OH:27])=O)=[CH:22][CH:23]=2)[CH:18]=[CH:17]1)#[N:4].[C:28]([Cl:33])(=O)[C:29](Cl)=O. Product: [Cl:33][C:28]1[CH:29]=[CH:3][C:5]([CH2:10][O:2][NH:1][C:25]([C:21]2[CH:20]=[C:19]3[C:24](=[CH:23][CH:22]=2)[N:16]([C:6]2[CH:7]=[CH:8][C:9]([CH2:11][C:12]([OH:14])=[O:13])=[CH:10][C:5]=2[C:3]#[N:4])[CH:17]=[CH:18]3)=[O:27])=[CH:6][CH:7]=1. The catalyst class is: 66. (3) Reactant: C(=[C:8]1/[CH2:9][C@@:10]2([CH2:38][CH3:39])[C:16]3=[CH:17][C:18]4[CH:19]=[N:20][N:21]([C:24]5[CH:29]=[CH:28][C:27]([F:30])=[CH:26][CH:25]=5)[C:22]=4[CH:23]=[C:15]3[CH2:14][CH2:13][CH2:12][C@@H:11]2[CH2:31][C@:32]/1([C:34]([F:37])([F:36])[F:35])[OH:33])/C1C=CC=CC=1.C(=[C:47]1/[CH2:48][C@:49]2([CH2:77][CH3:78])[C:55]3=[CH:56][C:57]4[CH:58]=[N:59][N:60]([C:63]5[CH:68]=[CH:67][C:66]([F:69])=[CH:65][CH:64]=5)[C:61]=4[CH:62]=[C:54]3[CH2:53][CH2:52][CH2:51][C@H:50]2[CH2:70][C@@:71]/1([C:73]([F:76])([F:75])[F:74])[OH:72])/C1C=CC=CC=1.C(Cl)Cl.C1(P(C2C=CC=CC=2)C2C=CC=CC=2)C=CC=CC=1. The catalyst class is: 5. Product: [CH2:38]([C@:10]12[CH2:9][C:8](=[O:72])[C@@:32]([OH:33])([C:34]([F:36])([F:35])[F:37])[CH2:31][C@@H:11]1[CH2:12][CH2:13][CH2:14][C:15]1[C:16]2=[CH:17][C:18]2[CH:19]=[N:20][N:21]([C:24]3[CH:29]=[CH:28][C:27]([F:30])=[CH:26][CH:25]=3)[C:22]=2[CH:23]=1)[CH3:39].[CH2:77]([C@@:49]12[CH2:48][C:47](=[O:33])[C@:71]([OH:72])([C:73]([F:75])([F:74])[F:76])[CH2:70][C@H:50]1[CH2:51][CH2:52][CH2:53][C:54]1[C:55]2=[CH:56][C:57]2[CH:58]=[N:59][N:60]([C:63]3[CH:68]=[CH:67][C:66]([F:69])=[CH:65][CH:64]=3)[C:61]=2[CH:62]=1)[CH3:78]. (4) Reactant: [CH3:1][NH:2][CH2:3][CH2:4][CH2:5][CH2:6][C:7]([OH:9])=[O:8].[OH-].[Na+].[C:20](O[C:20]([O:22][C:23]([CH3:26])([CH3:25])[CH3:24])=[O:21])([O:22][C:23]([CH3:26])([CH3:25])[CH3:24])=[O:21].Cl. Product: [C:23]([O:22][C:20]([N:2]([CH3:1])[CH2:3][CH2:4][CH2:5][CH2:6][C:7]([OH:9])=[O:8])=[O:21])([CH3:24])([CH3:25])[CH3:26]. The catalyst class is: 127. (5) Reactant: [CH3:1][C:2]([CH3:60])([CH2:10][C:11]([O:13][C@H:14]1[CH2:31][CH2:30][C@@:29]2([CH3:32])[C@@H:16]([CH2:17][CH2:18][C@:19]3([CH3:57])[C@@H:28]2[CH2:27][CH2:26][C@H:25]2[C@@:20]3([CH3:56])[CH2:21][CH2:22][C@@:23]3(/[CH:40]=[C:41](\[CH3:55])/[C:42]([NH:44][C:45]4([C:48]5[N:53]=[CH:52][C:51]([Cl:54])=[CH:50][N:49]=5)[CH2:47][CH2:46]4)=[O:43])[CH2:35][C:34](=[O:36])[C:33]([CH:37]([CH3:39])[CH3:38])=[C:24]32)[C:15]1([CH3:59])[CH3:58])=[O:12])[C:3]([O:5]C(C)(C)C)=[O:4].C(O)(C(F)(F)F)=O.CC#N.O. Product: [Cl:54][C:51]1[CH:52]=[N:53][C:48]([C:45]2([NH:44][C:42](=[O:43])/[C:41](/[CH3:55])=[CH:40]/[C@:23]34[CH2:35][C:34](=[O:36])[C:33]([CH:37]([CH3:38])[CH3:39])=[C:24]3[C@@H:25]3[C@@:20]([CH3:56])([CH2:21][CH2:22]4)[C@@:19]4([CH3:57])[C@@H:28]([C@:29]5([CH3:32])[C@@H:16]([CH2:17][CH2:18]4)[C:15]([CH3:58])([CH3:59])[C@@H:14]([O:13][C:11](=[O:12])[CH2:10][C:2]([CH3:1])([CH3:60])[C:3]([OH:5])=[O:4])[CH2:31][CH2:30]5)[CH2:27][CH2:26]3)[CH2:47][CH2:46]2)=[N:49][CH:50]=1. The catalyst class is: 2. (6) Reactant: ClCCl.[O:4]=[C:5]1[NH:9][C:8](=[O:10])[CH:7]([CH2:11][C:12]2[CH:13]=[CH:14][C:15]([O:21][CH3:22])=[C:16]([CH:20]=2)[C:17]([OH:19])=O)[S:6]1.C(Cl)(=O)OCC.[F:29][C:30]([F:40])([F:39])[C:31]1[CH:38]=[CH:37][C:34]([CH2:35][NH2:36])=[CH:33][CH:32]=1. Product: [O:4]=[C:5]1[NH:9][C:8](=[O:10])[CH:7]([CH2:11][C:12]2[CH:13]=[CH:14][C:15]([O:21][CH3:22])=[C:16]([CH:20]=2)[C:17]([NH:36][CH2:35][C:34]2[CH:33]=[CH:32][C:31]([C:30]([F:29])([F:39])[F:40])=[CH:38][CH:37]=2)=[O:19])[S:6]1. The catalyst class is: 66. (7) Reactant: [CH3:1][O:2][C:3]1[CH:19]=[C:18]([O:20][CH3:21])[CH:17]=[CH:16][C:4]=1[CH2:5][NH:6][CH:7]1[CH2:10][CH:9]([CH2:11][C:12]([O:14][CH3:15])=[O:13])[CH2:8]1.[C:22](O[C:22]([O:24][C:25]([CH3:28])([CH3:27])[CH3:26])=[O:23])([O:24][C:25]([CH3:28])([CH3:27])[CH3:26])=[O:23]. Product: [C:25]([O:24][C:22]([N:6]([CH2:5][C:4]1[CH:16]=[CH:17][C:18]([O:20][CH3:21])=[CH:19][C:3]=1[O:2][CH3:1])[CH:7]1[CH2:10][CH:9]([CH2:11][C:12]([O:14][CH3:15])=[O:13])[CH2:8]1)=[O:23])([CH3:28])([CH3:27])[CH3:26]. The catalyst class is: 2. (8) Reactant: [H-].[Na+].[CH2:3]([N:10]1[CH2:15][CH2:14][CH2:13][C:12](=[O:16])[CH2:11]1)[C:4]1[CH:9]=[CH:8][CH:7]=[CH:6][CH:5]=1.[CH3:17]S(C)=O. Product: [CH2:3]([N:10]1[CH2:15][CH2:14][CH2:13][C:12]2([O:16][CH2:17]2)[CH2:11]1)[C:4]1[CH:5]=[CH:6][CH:7]=[CH:8][CH:9]=1. The catalyst class is: 1. (9) Reactant: [CH:1]1([C:6]2[C:10]([C:11](OCC)=[O:12])=[C:9]([CH:16]3[CH2:20][CH2:19][CH2:18][CH2:17]3)[O:8][N:7]=2)[CH2:5][CH2:4][CH2:3][CH2:2]1.[H-].C([Al+]CC(C)C)C(C)C.C1(C)C=CC=CC=1.[C@H](O)(C([O-])=O)[C@@H](O)C([O-])=O.[Na+].[K+]. Product: [CH:1]1([C:6]2[C:10]([CH2:11][OH:12])=[C:9]([CH:16]3[CH2:17][CH2:18][CH2:19][CH2:20]3)[O:8][N:7]=2)[CH2:5][CH2:4][CH2:3][CH2:2]1. The catalyst class is: 1.